Dataset: Forward reaction prediction with 1.9M reactions from USPTO patents (1976-2016). Task: Predict the product of the given reaction. (1) Given the reactants [NH2:1][C:2]1[CH:7]=[C:6]([O:8][CH3:9])[C:5]([O:10][CH3:11])=[CH:4][C:3]=1[C:12](=[O:14])[CH3:13].Cl.[N:16]([O-])=O.[Na+].[NH:20]1[CH2:24][CH2:23][CH2:22][CH2:21]1, predict the reaction product. The product is: [CH3:9][O:8][C:6]1[C:5]([O:10][CH3:11])=[CH:4][C:3]([C:12](=[O:14])[CH3:13])=[C:2](/[N:1]=[N:16]/[N:20]2[CH2:24][CH2:23][CH2:22][CH2:21]2)[CH:7]=1. (2) Given the reactants [F:1][C:2]([F:19])([F:18])[C:3]([N:5]1[CH2:11][CH2:10][C:9]2[CH:12]=[CH:13][C:14]([C:16]#N)=[CH:15][C:8]=2[CH2:7][CH2:6]1)=[O:4].C(O)=[O:21], predict the reaction product. The product is: [F:1][C:2]([F:19])([F:18])[C:3]([N:5]1[CH2:11][CH2:10][C:9]2[CH:12]=[CH:13][C:14]([CH:16]=[O:21])=[CH:15][C:8]=2[CH2:7][CH2:6]1)=[O:4].